Dataset: Reaction yield outcomes from USPTO patents with 853,638 reactions. Task: Predict the reaction yield, written as a fraction of the theoretical maximum amount of product (1.0 means a 100% yield; for example, 0.34 means a 34% yield). (1) The reactants are [N:1]1([CH2:6][CH2:7][O:8][C:9]2[CH:10]=[C:11]3[C:16](=[CH:17][CH:18]=2)[C:15](=[O:19])[CH2:14][CH2:13][CH2:12]3)[CH:5]=[CH:4][N:3]=[CH:2]1.[O:20]([C:27]1[CH:31]=[CH:30][S:29][C:28]=1[CH:32]=O)[C:21]1[CH:26]=[CH:25][CH:24]=[CH:23][CH:22]=1. The catalyst is [OH-].[K+].CCO. The product is [N:1]1([CH2:6][CH2:7][O:8][C:9]2[CH:10]=[C:11]3[C:16](=[CH:17][CH:18]=2)[C:15](=[O:19])[C:14](=[CH:32][C:28]2[S:29][CH:30]=[CH:31][C:27]=2[O:20][C:21]2[CH:22]=[CH:23][CH:24]=[CH:25][CH:26]=2)[CH2:13][CH2:12]3)[CH:5]=[CH:4][N:3]=[CH:2]1. The yield is 0.760. (2) The reactants are [Br:1][C:2]1[N:7]=[C:6]2[N:8]([CH:12]3[CH2:17][CH2:16][CH2:15][CH2:14][O:13]3)[N:9]=[C:10]([CH3:11])[C:5]2=[C:4]([CH2:18][OH:19])[CH:3]=1.[CH3:20][S:21](Cl)(=[O:23])=[O:22]. The catalyst is C(Cl)Cl. The product is [Br:1][C:2]1[N:7]=[C:6]2[N:8]([CH:12]3[CH2:17][CH2:16][CH2:15][CH2:14][O:13]3)[N:9]=[C:10]([CH3:11])[C:5]2=[C:4]([CH2:18][O:19][S:21]([CH3:20])(=[O:23])=[O:22])[CH:3]=1. The yield is 0.850.